Dataset: Full USPTO retrosynthesis dataset with 1.9M reactions from patents (1976-2016). Task: Predict the reactants needed to synthesize the given product. (1) Given the product [C:18]([O:17][C:15]([N:13]1[CH2:14][C@@H:10]([C:7]2[CH:6]=[CH:5][C:4]([F:3])=[CH:9][N:8]=2)[C@H:11]([C:22]([OH:24])=[O:23])[CH2:12]1)=[O:16])([CH3:21])([CH3:19])[CH3:20], predict the reactants needed to synthesize it. The reactants are: CO.[F:3][C:4]1[CH:5]=[CH:6][C:7]([C@@H:10]2[CH2:14][N:13]([C:15]([O:17][C:18]([CH3:21])([CH3:20])[CH3:19])=[O:16])[CH2:12][C@H:11]2[C:22]([O:24]C)=[O:23])=[N:8][CH:9]=1.[OH-].[Na+]. (2) Given the product [O:20]=[C:19]([NH:21][C:22]1[CH:30]=[CH:29][CH:28]=[CH:27][C:23]=1[C:24]([OH:26])=[O:25])/[CH:18]=[CH:15]/[C:8]1[CH:13]=[CH:12][CH:11]=[CH:10][CH:9]=1, predict the reactants needed to synthesize it. The reactants are: N1CCCCC1.C(=O)[C:8]1[CH:13]=[CH:12][CH:11]=[CH:10][CH:9]=1.[C:15]([CH2:18][C:19]([NH:21][C:22]1[CH:30]=[CH:29][CH:28]=[CH:27][C:23]=1[C:24]([OH:26])=[O:25])=[O:20])(O)=O.Cl. (3) Given the product [CH:10]12[CH2:11][CH:12]1[CH2:13][N:8]([C@@H:6]([CH3:7])[CH2:5][OH:4])[CH2:9]2, predict the reactants needed to synthesize it. The reactants are: C([O:4][CH2:5][C@@H:6]([N:8]1[C:13](=O)[CH:12]2[CH:10]([CH2:11]2)[C:9]1=O)[CH3:7])(=O)C.[H-].[H-].[H-].[H-].[Li+].[Al+3]. (4) The reactants are: [C:1]1(B(O)O)[CH:6]=[CH:5][CH:4]=[CH:3][CH:2]=1.Cl[C:11]1[CH:12]=[C:13]([CH:19]=[CH:20][N:21]=1)[C:14]([O:16][CH2:17][CH3:18])=[O:15]. Given the product [C:1]1([C:11]2[CH:12]=[C:13]([CH:19]=[CH:20][N:21]=2)[C:14]([O:16][CH2:17][CH3:18])=[O:15])[CH:6]=[CH:5][CH:4]=[CH:3][CH:2]=1, predict the reactants needed to synthesize it. (5) Given the product [OH:1][C@H:2]([CH2:41][OH:42])[CH2:3][O:4][C:5]1[CH:10]=[C:9]([CH3:11])[C:8]([C:12]2[CH:17]=[CH:16][CH:15]=[C:14]([CH2:18][O:19][C:20]3[CH:21]=[CH:22][C:23]4[CH:24]([CH2:33][C:34]([O:36][CH2:37][CH3:38])=[O:35])[C:25]5[C:30]([C:31]=4[CH:32]=3)=[CH:29][CH:28]=[CH:27][CH:26]=5)[C:13]=2[CH3:39])=[C:7]([CH3:40])[CH:6]=1, predict the reactants needed to synthesize it. The reactants are: [OH:1][C@H:2]([CH2:41][OH:42])[CH2:3][O:4][C:5]1[CH:10]=[C:9]([CH3:11])[C:8]([C:12]2[CH:17]=[CH:16][CH:15]=[C:14]([CH2:18][O:19][C:20]3[CH:21]=[CH:22][C:23]4[C:24](=[CH:33][C:34]([O:36][CH2:37][CH3:38])=[O:35])[C:25]5[C:30]([C:31]=4[CH:32]=3)=[CH:29][CH:28]=[CH:27][CH:26]=5)[C:13]=2[CH3:39])=[C:7]([CH3:40])[CH:6]=1.CO.[Mg].Cl.